This data is from Full USPTO retrosynthesis dataset with 1.9M reactions from patents (1976-2016). The task is: Predict the reactants needed to synthesize the given product. (1) Given the product [CH2:18]([O:17][C:15]([C:7]1[N:8]([C:26]2[CH:27]=[CH:28][CH:29]=[C:24]([C:23]([O:22][CH3:21])=[O:31])[CH:25]=2)[C:9]2[C:14]([C:6]=1[CH2:5][C:4]([O:3][CH2:1][CH3:2])=[O:20])=[CH:13][CH:12]=[CH:11][CH:10]=2)=[O:16])[CH3:19], predict the reactants needed to synthesize it. The reactants are: [CH2:1]([O:3][C:4](=[O:20])[CH2:5][C:6]1[C:14]2[C:9](=[CH:10][CH:11]=[CH:12][CH:13]=2)[NH:8][C:7]=1[C:15]([O:17][CH2:18][CH3:19])=[O:16])[CH3:2].[CH3:21][O:22][C:23](=[O:31])[C:24]1[CH:29]=[CH:28][CH:27]=[C:26](Br)[CH:25]=1.C([O-])([O-])=O.[K+].[K+]. (2) Given the product [C:42]([O:1][CH2:2][C:3]1[C:11]([S:12]([CH3:15])(=[O:13])=[O:14])=[CH:10][C:9]2[N:8]3[CH2:16][CH2:17][N:18]([C:23]4[N:28]=[C:27]([C:29]([F:30])([F:32])[F:31])[C:26]([C:33](=[O:35])[CH3:34])=[CH:25][N:24]=4)[CH:19]([CH:20]([CH3:22])[CH3:21])[C:7]3=[CH:6][C:5]=2[CH:4]=1)(=[O:43])[CH3:44], predict the reactants needed to synthesize it. The reactants are: [OH:1][CH2:2][C:3]1[C:11]([S:12]([CH3:15])(=[O:14])=[O:13])=[CH:10][C:9]2[N:8]3[CH2:16][CH2:17][N:18]([C:23]4[N:28]=[C:27]([C:29]([F:32])([F:31])[F:30])[C:26]([C:33](=[O:35])[CH3:34])=[CH:25][N:24]=4)[CH:19]([CH:20]([CH3:22])[CH3:21])[C:7]3=[CH:6][C:5]=2[CH:4]=1.N1C=CC=CC=1.[C:42](Cl)([CH3:44])=[O:43]. (3) Given the product [NH:7]1[C:2]2[CH:3]=[CH:4][CH:5]=[CH:6][C:1]=2[N:8]=[C:15]1[C:14]1[CH:18]=[C:10]([Cl:9])[CH:11]=[CH:12][C:13]=1[OH:19], predict the reactants needed to synthesize it. The reactants are: [C:1]1([NH2:8])[C:2]([NH2:7])=[CH:3][CH:4]=[CH:5][CH:6]=1.[Cl:9][C:10]1[CH:11]=[CH:12][C:13]([O:19]C)=[C:14]([CH:18]=1)[C:15](O)=O.[OH-].[K+].